This data is from Peptide-MHC class I binding affinity with 185,985 pairs from IEDB/IMGT. The task is: Regression. Given a peptide amino acid sequence and an MHC pseudo amino acid sequence, predict their binding affinity value. This is MHC class I binding data. (1) The peptide sequence is NHDGIQAGV. The MHC is HLA-B18:01 with pseudo-sequence HLA-B18:01. The binding affinity (normalized) is 0.0847. (2) The peptide sequence is WRFDSHLAF. The MHC is HLA-A30:02 with pseudo-sequence HLA-A30:02. The binding affinity (normalized) is 0.0383. (3) The peptide sequence is EPWDEWVV. The MHC is HLA-B27:05 with pseudo-sequence HLA-B27:05. The binding affinity (normalized) is 0. (4) The peptide sequence is KYNTPCPNC. The MHC is HLA-A24:02 with pseudo-sequence HLA-A24:02. The binding affinity (normalized) is 0.0317. (5) The peptide sequence is RTLNAWVKV. The MHC is HLA-B40:02 with pseudo-sequence HLA-B40:02. The binding affinity (normalized) is 0. (6) The peptide sequence is VLLDYGLHG. The MHC is HLA-B15:01 with pseudo-sequence HLA-B15:01. The binding affinity (normalized) is 0.0551. (7) The peptide sequence is IHESVIGQL. The MHC is HLA-A03:01 with pseudo-sequence HLA-A03:01. The binding affinity (normalized) is 0.0847. (8) The peptide sequence is ALRSRWRAL. The MHC is HLA-A02:01 with pseudo-sequence HLA-A02:01. The binding affinity (normalized) is 0.0847.